This data is from Drug-target binding data from BindingDB using Ki measurements. The task is: Regression. Given a target protein amino acid sequence and a drug SMILES string, predict the binding affinity score between them. We predict pKi (pKi = -log10(Ki in M); higher means stronger inhibition). Dataset: bindingdb_ki. (1) The compound is COc1ccc(N2CCN(C(=O)c3cc4c(s3)-c3ccccc3S(=O)(=O)C4)CC2)cc1. The target protein sequence is MCGNTMSVPLLTDAATVSGAERETAAVIFLHGLGDTGHSWADALSTIRLPHVKYICPHAPRIPVTLNMKMVMPSWFDIMGLSPDSQEDEAGIKKAAENIKALIEHEMKNGIPANRIVLGGFSQGGALSLYTALTCPHPLAGIVALSCWLPLRASFPQAANGSAKDLAILQCHGELDPMVPVRFGALTAEKLRSVVTPARVQFKTYPGVMHSSCPQEMAAVKEFLEKLLPPV. The pKi is 5.0. (2) The compound is O=P(O)(O)C(F)(c1ccc(-c2cccc(Cc3cc(Cl)c(Cl)cc3Cl)c2F)cc1)S(=O)(=O)N1CCOCC1. The target protein (Q9Y6W6) has sequence MPPSPLDDRVVVALSRPVRPQDLNLCLDSSYLGSANPGSNSHPPVIATTVVSLKAANLTYMPSSSGSARSLNCGCSSASCCTVATYDKDNQAQTQAIAAGTTTTAIGTSTTCPANQMVNNNENTGSLSPSSGVGSPVSGTPKQLASIKIIYPNDLAKKMTKCSKSHLPSQGPVIIDCRPFMEYNKSHIQGAVHINCADKISRRRLQQGKITVLDLISCREGKDSFKRIFSKEIIVYDENTNEPSRVMPSQPLHIVLESLKREGKEPLVLKGGLSSFKQNHENLCDNSLQLQECREVGGGASAASSLLPQPIPTTPDIENAELTPILPFLFLGNEQDAQDLDTMQRLNIGYVINVTTHLPLYHYEKGLFNYKRLPATDSNKQNLRQYFEEAFEFIEEAHQCGKGLLIHCQAGVSRSATIVIAYLMKHTRMTMTDAYKFVKGKRPIISPNLNFMGQLLEFEEDLNNGVTPRILTPKLMGVETVV. The pKi is 5.2. (3) The small molecule is c1ccc(-c2cc[nH]n2)cc1. The target protein (P35499) has sequence MARPSLCTLVPLGPECLRPFTRESLAAIEQRAVEEEARLQRNKQMEIEEPERKPRSDLEAGKNLPMIYGDPPPEVIGIPLEDLDPYYSNKKTFIVLNKGKAIFRFSATPALYLLSPFSVVRRGAIKVLIHALFSMFIMITILTNCVFMTMSDPPPWSKNVEYTFTGIYTFESLIKILARGFCVDDFTFLRDPWNWLDFSVIMMAYLTEFVDLGNISALRTFRVLRALKTITVIPGLKTIVGALIQSVKKLSDVMILTVFCLSVFALVGLQLFMGNLRQKCVRWPPPFNDTNTTWYSNDTWYGNDTWYGNEMWYGNDSWYANDTWNSHASWATNDTFDWDAYISDEGNFYFLEGSNDALLCGNSSDAGHCPEGYECIKTGRNPNYGYTSYDTFSWAFLALFRLMTQDYWENLFQLTLRAAGKTYMIFFVVIIFLGSFYLINLILAVVAMAYAEQNEATLAEDKEKEEEFQQMLEKFKKHQEELEKAKAAQALEGGEADGDP.... The pKi is 4.2. (4) The small molecule is CCOC(=O)N[C@@H](CCCCN)C(=O)c1noc(Cc2ccc(OCCc3ccccc3)cc2)n1. The target protein (P49863) has sequence MTKFSSFSLFFLIVGAYMTHVCFNMEIIGGKEVSPHSRPFMASIQYGGHHVCGGVLIDPQWVLTAAHCQYRFTKGQSPTVVLGAHSLSKNEASKQTLEIKKFIPFSRVTSDPQSNDIMLVKLQTAAKLNKHVKMLHIRSKTSLRSGTKCKVTGWGATDPDSLRPSDTLREVTVTVLSRKLCNSQSYYNGDPFITKDMVCAGDAKGQKDSCKGDSGGPLICKGVFHAIVSGGHECGVATKPGIYTLLTKKYQTWIKSNLVPPHTN. The pKi is 3.8. (5) The drug is CCC(=O)CCCCC[C@@H]1NC(=O)[C@H]2CCCCN2C(=O)[C@H]([C@@H](C)CC)NC(=O)[C@H](CC(=O)Cc2ccccc2)NC1=O. The target protein sequence is MGAKKKIAYFYDEEVGNFHYGLGHPMKPHRVRMTHDLVSQYGLLEKVDVMVPTPGTVESLTRFHSNDYVDFLRSVNTDNMHDYSDHLARFNVGEDCPVFDGLWEFCQLSAGGSLGGAQSVNELGYQYAINWAGGLHHGKKHEASGFCYVNDCVLGALEFLKYQHRVCYVDIDIHHGDGVEEAFYTSPRCMCVSFHKYGDYFPGTGALNDVGVEEGLGYSVNVPLKDGVDDATFIDLFTKVMTLVMENYRPGAIVLQCGADSLSGDRLGCFNLSLKGHGHAVSFLKKFNVPLLILGGGGYTLRNVPKCWTYETSLIVDTYIDEQLPNSSNFYGYYGPDFSLAVRTSNMENLNSRQDCEEIYRKISENFRDYVFPIGSQISAYDIPEKLPLLYNPNKTPDDYKDGNNIKHEQHQDFDDEMKEWPTVDYNNRAIG. The pKi is 6.4.